Task: Predict the product of the given reaction.. Dataset: Forward reaction prediction with 1.9M reactions from USPTO patents (1976-2016) Given the reactants C[O:2][C:3]1[CH:4]=[CH:5][C:6]([C:14]([F:17])([F:16])[F:15])=[C:7]2[C:12]=1[N:11]=[CH:10][NH:9][C:8]2=[O:13].BrC1C(C(F)(F)F)=C2C(=C(OC)C=1)N=CNC2=O.B(Br)(Br)Br, predict the reaction product. The product is: [OH:2][C:3]1[CH:4]=[CH:5][C:6]([C:14]([F:17])([F:16])[F:15])=[C:7]2[C:12]=1[N:11]=[CH:10][NH:9][C:8]2=[O:13].